This data is from Reaction yield outcomes from USPTO patents with 853,638 reactions. The task is: Predict the reaction yield, written as a fraction of the theoretical maximum amount of product (1.0 means a 100% yield; for example, 0.34 means a 34% yield). (1) The reactants are [F:1][C:2]1[CH:3]=[C:4]([OH:9])[CH:5]=[C:6]([F:8])[CH:7]=1.[CH3:10][O:11][CH2:12][CH2:13]O.C1(P(C2C=CC=CC=2)C2C=CC=CC=2)C=CC=CC=1.CC(OC(/N=N/C(OC(C)C)=O)=O)C. The catalyst is C1COCC1. The product is [F:1][C:2]1[CH:3]=[C:4]([O:9][CH2:13][CH2:12][O:11][CH3:10])[CH:5]=[C:6]([F:8])[CH:7]=1. The yield is 0.950. (2) The reactants are [CH2:1]([O:8][C:9]1[C:14](=[O:15])[N:13]([CH3:16])[CH:12]=[C:11](B(O)O)[CH:10]=1)[C:2]1[CH:7]=[CH:6][CH:5]=[CH:4][CH:3]=1.Cl[C:21]1[N:26]=[C:25]([C:27]2[CH:32]=[CH:31][CH:30]=[CH:29][CH:28]=2)[CH:24]=[CH:23][N:22]=1.[F-].[K+]. The catalyst is O1CCOCC1.CC(C)([P](C(C)(C)C)([Pd][P](C(C)(C)C)(C(C)(C)C)C(C)(C)C)C(C)(C)C)C. The product is [CH2:1]([O:8][C:9]1[C:14](=[O:15])[N:13]([CH3:16])[CH:12]=[C:11]([C:21]2[N:26]=[C:25]([C:27]3[CH:32]=[CH:31][CH:30]=[CH:29][CH:28]=3)[CH:24]=[CH:23][N:22]=2)[CH:10]=1)[C:2]1[CH:7]=[CH:6][CH:5]=[CH:4][CH:3]=1. The yield is 0.490.